From a dataset of Peptide-MHC class II binding affinity with 134,281 pairs from IEDB. Regression. Given a peptide amino acid sequence and an MHC pseudo amino acid sequence, predict their binding affinity value. This is MHC class II binding data. (1) The peptide sequence is QRMFTREELIHFPEF. The MHC is HLA-DQA10501-DQB10402 with pseudo-sequence HLA-DQA10501-DQB10402. The binding affinity (normalized) is 0.359. (2) The peptide sequence is FQTVGSGLDHILSLA. The MHC is DRB1_0101 with pseudo-sequence DRB1_0101. The binding affinity (normalized) is 0.333. (3) The peptide sequence is IHKASTVLAFPAGVC. The MHC is HLA-DQA10104-DQB10503 with pseudo-sequence HLA-DQA10104-DQB10503. The binding affinity (normalized) is 0.191. (4) The binding affinity (normalized) is 0.471. The MHC is HLA-DQA10303-DQB10402 with pseudo-sequence HLA-DQA10303-DQB10402. The peptide sequence is QEMENFLGPIAVGGL. (5) The peptide sequence is EGTVDFIFGEARSLY. The MHC is HLA-DPA10201-DPB11401 with pseudo-sequence HLA-DPA10201-DPB11401. The binding affinity (normalized) is 0.301. (6) The peptide sequence is NMNIKLKMPLYVAGH. The MHC is HLA-DQA10201-DQB10202 with pseudo-sequence HLA-DQA10201-DQB10202. The binding affinity (normalized) is 0.